This data is from HIV replication inhibition screening data with 41,000+ compounds from the AIDS Antiviral Screen. The task is: Binary Classification. Given a drug SMILES string, predict its activity (active/inactive) in a high-throughput screening assay against a specified biological target. (1) The compound is O=C(O)CCC1NC(C(=Cc2ccccc2O)NC(=O)c2ccccc2)OC1=O. The result is 0 (inactive). (2) The drug is N=c1[nH]c2ccc3ccccc3c2[nH]1. The result is 0 (inactive). (3) The drug is Br.CN(C)c1nc(=Nc2ccc3c(c2)OCO3)ss1. The result is 0 (inactive). (4) The molecule is CC1=[N+]2c3ccccc3C(=O)[OH+][Co-4]2(O)(O)(O)[OH+]c2ccc3c(C)cc(=O)oc3c21. The result is 0 (inactive). (5) The compound is Cc1ccc(C(=O)C=Cc2cccc([N+](=O)[O-])c2)cc1. The result is 0 (inactive). (6) The compound is CSc1nc(Cl)c2c(n1)Sc1nc3ccccc3n1C2O. The result is 0 (inactive). (7) The compound is O=C(CC1(O)C(=O)Nc2c(Cl)ccc(Cl)c21)c1ccco1. The result is 0 (inactive). (8) The molecule is COc1ccc2[nH]c(C(=O)N3CC(CCl)c4c3cc(N)c3ccccc43)cc2c1. The result is 0 (inactive). (9) The molecule is CC1(C)CC(=O)c2c(nc(SSc3nc4c(c(-c5ccccc5)c3C#N)C(=O)CC(C)(C)C4)c(C#N)c2-c2ccccc2)C1. The result is 0 (inactive).